From a dataset of Forward reaction prediction with 1.9M reactions from USPTO patents (1976-2016). Predict the product of the given reaction. (1) The product is: [CH3:20][NH:19][C:6]1[C:5]2[C:10](=[CH:11][CH:12]=[C:3]([OH:2])[CH:4]=2)[N:9]=[C:8]([C:13]2[CH:14]=[N:15][CH:16]=[CH:17][CH:18]=2)[N:7]=1. Given the reactants C[O:2][C:3]1[CH:4]=[C:5]2[C:10](=[CH:11][CH:12]=1)[N:9]=[C:8]([C:13]1[CH:14]=[N:15][CH:16]=[CH:17][CH:18]=1)[N:7]=[C:6]2[NH:19][CH3:20].B(Br)(Br)Br.ClCCl.C([O-])(O)=O.[Na+], predict the reaction product. (2) The product is: [NH2:9][C:10]1[N:11](/[C:7](=[N:6]/[CH:1]2[CH2:5][CH2:4][CH2:3][CH2:2]2)/[C:8]([C:17]2[CH:22]=[CH:21][C:20]([O:23][CH3:24])=[CH:19][C:18]=2[F:25])=[O:26])[N:12]=[CH:13][C:14]=1[C:15]#[N:16]. Given the reactants [CH:1]1([NH:6][C:7]2[N:11]3[N:12]=[CH:13][C:14]([C:15]#[N:16])=[C:10]3[NH:9][C:8]=2[C:17]2[CH:22]=[CH:21][C:20]([O:23][CH3:24])=[CH:19][C:18]=2[F:25])[CH2:5][CH2:4][CH2:3][CH2:2]1.[OH2:26], predict the reaction product. (3) Given the reactants CN([P+](ON1N=NC2C=CC=CC1=2)(N(C)C)N(C)C)C.F[P-](F)(F)(F)(F)F.C(N(CC)CC)C.[NH2:35][C:36]1[N:44]=[CH:43][CH:42]=[CH:41][C:37]=1[C:38]([OH:40])=O.[NH2:45][CH2:46][C:47]1[O:48][C:49]([O:52][C:53]2[CH:58]=[CH:57][CH:56]=[CH:55][CH:54]=2)=[CH:50][CH:51]=1, predict the reaction product. The product is: [O:52]([C:49]1[O:48][C:47]([CH2:46][NH:45][C:38](=[O:40])[C:37]2[CH:41]=[CH:42][CH:43]=[N:44][C:36]=2[NH2:35])=[CH:51][CH:50]=1)[C:53]1[CH:54]=[CH:55][CH:56]=[CH:57][CH:58]=1.